This data is from Peptide-MHC class II binding affinity with 134,281 pairs from IEDB. The task is: Regression. Given a peptide amino acid sequence and an MHC pseudo amino acid sequence, predict their binding affinity value. This is MHC class II binding data. (1) The peptide sequence is AAFQAAHARFVAAAA. The MHC is DRB1_1201 with pseudo-sequence DRB1_1201. The binding affinity (normalized) is 0.0295. (2) The peptide sequence is GELQIVDKICAAFKI. The MHC is DRB1_0401 with pseudo-sequence DRB1_0401. The binding affinity (normalized) is 0.413.